The task is: Predict which catalyst facilitates the given reaction.. This data is from Catalyst prediction with 721,799 reactions and 888 catalyst types from USPTO. (1) Reactant: [F:1][C:2]1[CH:7]=[CH:6][C:5]([C:8]2[C:12]([CH2:13][O:14][C:15]3[CH:23]=[CH:22][C:18]([C:19]([OH:21])=O)=[CH:17][N:16]=3)=[C:11]([CH3:24])[O:10][N:9]=2)=[CH:4][CH:3]=1.F[B-](F)(F)F.N1(OC(N(C)C)=[N+](C)C)C2C=CC=CC=2N=N1.C(N(CC)C(C)C)(C)C.[NH2:56][CH:57]1[CH2:62][CH2:61][O:60][CH2:59][CH2:58]1. Product: [F:1][C:2]1[CH:3]=[CH:4][C:5]([C:8]2[C:12]([CH2:13][O:14][C:15]3[CH:23]=[CH:22][C:18]([C:19]([NH:56][CH:57]4[CH2:62][CH2:61][O:60][CH2:59][CH2:58]4)=[O:21])=[CH:17][N:16]=3)=[C:11]([CH3:24])[O:10][N:9]=2)=[CH:6][CH:7]=1. The catalyst class is: 3. (2) Reactant: [CH3:1][Mg]Br.COC(=O)[C:7]1[CH:12]=[CH:11][CH:10]=[C:9]([Br:13])[CH:8]=1.CC[O:17][CH2:18][CH3:19]. Product: [Br:13][C:9]1[CH:8]=[C:7]([C:18]([OH:17])([CH3:19])[CH3:1])[CH:12]=[CH:11][CH:10]=1. The catalyst class is: 1.